This data is from Merck oncology drug combination screen with 23,052 pairs across 39 cell lines. The task is: Regression. Given two drug SMILES strings and cell line genomic features, predict the synergy score measuring deviation from expected non-interaction effect. (1) Synergy scores: synergy=1.72. Cell line: KPL1. Drug 1: N#Cc1ccc(Cn2cncc2CN2CCN(c3cccc(Cl)c3)C(=O)C2)cc1. Drug 2: C=CCn1c(=O)c2cnc(Nc3ccc(N4CCN(C)CC4)cc3)nc2n1-c1cccc(C(C)(C)O)n1. (2) Drug 1: CC1CC2C3CCC4=CC(=O)C=CC4(C)C3(F)C(O)CC2(C)C1(O)C(=O)CO. Drug 2: COC1CC2CCC(C)C(O)(O2)C(=O)C(=O)N2CCCCC2C(=O)OC(C(C)CC2CCC(OP(C)(C)=O)C(OC)C2)CC(=O)C(C)C=C(C)C(O)C(OC)C(=O)C(C)CC(C)C=CC=CC=C1C. Cell line: NCIH520. Synergy scores: synergy=15.2. (3) Drug 1: O=P1(N(CCCl)CCCl)NCCCO1. Drug 2: COC1CC2CCC(C)C(O)(O2)C(=O)C(=O)N2CCCCC2C(=O)OC(C(C)CC2CCC(OP(C)(C)=O)C(OC)C2)CC(=O)C(C)C=C(C)C(O)C(OC)C(=O)C(C)CC(C)C=CC=CC=C1C. Cell line: A2780. Synergy scores: synergy=4.41.